This data is from Catalyst prediction with 721,799 reactions and 888 catalyst types from USPTO. The task is: Predict which catalyst facilitates the given reaction. (1) Reactant: [CH3:1][O:2][CH2:3][CH2:4][O:5][C:6]1[C:7]([NH2:19])=[N:8][CH:9]=[C:10]([O:12][C:13]2[CH:14]=[N:15][CH:16]=[CH:17][CH:18]=2)[CH:11]=1.[C:20](N1C=CN=C1)([N:22]1C=CN=C1)=[S:21].[NH4+].[OH-]. Product: [CH3:1][O:2][CH2:3][CH2:4][O:5][C:6]1[C:7]([NH:19][C:20]([NH2:22])=[S:21])=[N:8][CH:9]=[C:10]([O:12][C:13]2[CH:14]=[N:15][CH:16]=[CH:17][CH:18]=2)[CH:11]=1. The catalyst class is: 1. (2) Reactant: [CH3:1][O:2][CH2:3][O:4][C:5]1[CH:12]=[CH:11][C:8]([CH:9]=O)=[CH:7][CH:6]=1.C(OP([CH2:21][C:22]([O-:24])=[O:23])(OCC)=O)C.[H-].[Na+].Cl. Product: [CH3:1][O:2][CH2:3][O:4][C:5]1[CH:12]=[CH:11][C:8](/[CH:9]=[CH:21]/[C:22]([OH:24])=[O:23])=[CH:7][CH:6]=1. The catalyst class is: 1. (3) Product: [Br:1][C:18]1[N:17]=[C:16]([CH:19]2[CH2:20][C:21](=[O:23])[CH2:22]2)[N:12]2[CH:13]=[CH:14][N:15]=[C:10]([Cl:9])[C:11]=12. The catalyst class is: 163. Reactant: [Br:1]N1C(=O)CCC1=O.[Cl:9][C:10]1[C:11]2[N:12]([C:16]([CH:19]3[CH2:22][C:21](=[O:23])[CH2:20]3)=[N:17][CH:18]=2)[CH:13]=[CH:14][N:15]=1. (4) Reactant: [N:1]1[N:2]2[CH:9]=[C:8]([C:10]([O:12][CH3:13])=[O:11])[CH:7]=[C:3]2[CH:4]=[CH:5][CH:6]=1.[Br:14]N1C(=O)CCC1=O. Product: [Br:14][C:9]1[N:2]2[N:1]=[CH:6][CH:5]=[CH:4][C:3]2=[CH:7][C:8]=1[C:10]([O:12][CH3:13])=[O:11]. The catalyst class is: 23. (5) Reactant: Br[C:2]1[CH:3]=[C:4]([NH:9][C:10]2[N:15]=[C:14]([O:16][CH3:17])[CH:13]=[CH:12][N:11]=2)[CH:5]=[C:6]([CH3:8])[CH:7]=1.[NH2:18][C:19]1[CH:24]=[C:23](B(O)O)[CH:22]=[CH:21][N:20]=1.C(=O)([O-])[O-].[Na+].[Na+]. Product: [NH2:18][C:19]1[CH:24]=[C:23]([C:2]2[CH:3]=[C:4]([NH:9][C:10]3[N:15]=[C:14]([O:16][CH3:17])[CH:13]=[CH:12][N:11]=3)[CH:5]=[C:6]([CH3:8])[CH:7]=2)[CH:22]=[CH:21][N:20]=1. The catalyst class is: 368. (6) Reactant: [O:1]([CH3:3])[Na].[Cl:4][C:5]1[CH:10]=[C:9](F)[C:8]([F:12])=[CH:7][C:6]=1[N+:13]([O-:15])=[O:14]. Product: [Cl:4][C:5]1[CH:10]=[C:9]([O:1][CH3:3])[C:8]([F:12])=[CH:7][C:6]=1[N+:13]([O-:15])=[O:14]. The catalyst class is: 5. (7) Reactant: Br[C:2]1[CH:3]=[C:4]([CH:29]=[CH:30][CH:31]=1)[C:5]([NH:7][CH:8]([C:10]1[N:15]=[N:14][C:13]([NH:16][C:17]2[CH:22]=[C:21]([O:23][CH3:24])[C:20]([O:25][CH3:26])=[C:19]([O:27][CH3:28])[CH:18]=2)=[N:12][CH:11]=1)[CH3:9])=[O:6].NC(C1N=NC(NC2C=C(OC)C(OC)=C(OC)C=2)=NC=1)C.[O:54]1C2C=CC(C(O)=O)=CC=2[O:56][CH2:55]1.C(N(C(C)C)CC)(C)C.F[P-](F)(F)(F)(F)F.N1(OC(N(C)C)=[N+](C)C)C2N=CC=CC=2N=N1. Product: [CH3:28][O:27][C:19]1[CH:18]=[C:17]([NH:16][C:13]2[N:14]=[N:15][C:10]([CH:8]([NH:7][C:5]([C:4]3[CH:29]=[CH:30][C:31]4[O:54][CH2:55][O:56][C:2]=4[CH:3]=3)=[O:6])[CH3:9])=[CH:11][N:12]=2)[CH:22]=[C:21]([O:23][CH3:24])[C:20]=1[O:25][CH3:26]. The catalyst class is: 9.